From a dataset of Forward reaction prediction with 1.9M reactions from USPTO patents (1976-2016). Predict the product of the given reaction. (1) Given the reactants [CH3:1][C:2]([Si:5]([C:20]1[CH:25]=[CH:24][CH:23]=[CH:22][CH:21]=1)([C:14]1[CH:19]=[CH:18][CH:17]=[CH:16][CH:15]=1)[O:6][CH2:7][C@@H:8]1[CH2:13][CH:12]=[CH:11][CH2:10][NH:9]1)([CH3:4])[CH3:3].[CH3:26][C:27]1[CH:32]=[CH:31][C:30]([S:33](Cl)(=[O:35])=[O:34])=[CH:29][CH:28]=1, predict the reaction product. The product is: [CH3:4][C:2]([Si:5]([C:14]1[CH:15]=[CH:16][CH:17]=[CH:18][CH:19]=1)([C:20]1[CH:25]=[CH:24][CH:23]=[CH:22][CH:21]=1)[O:6][CH2:7][C@@H:8]1[CH2:13][CH:12]=[CH:11][CH2:10][N:9]1[S:33]([C:30]1[CH:31]=[CH:32][C:27]([CH3:26])=[CH:28][CH:29]=1)(=[O:35])=[O:34])([CH3:1])[CH3:3]. (2) The product is: [N:7]1[CH:2]=[CH:3][C:4]([C:8]2[CH:17]=[CH:16][CH:15]=[CH:14][C:9]=2[C:10]([O:12][CH3:13])=[O:11])=[N:5][CH:6]=1. Given the reactants Cl[C:2]1[N:7]=[CH:6][N:5]=[C:4]([C:8]2[CH:17]=[CH:16][CH:15]=[CH:14][C:9]=2[C:10]([O:12][CH3:13])=[O:11])[CH:3]=1.C(N(CC)CC)C, predict the reaction product. (3) Given the reactants [NH:1]1[CH2:6][CH2:5][CH2:4][C@H:3]([CH2:7][C:8]([O:10]C(C)(C)C)=[O:9])[CH2:2]1.Cl.O1CCOCC1.[OH-].C([N+](CCCC)(CCCC)CCCC)CCC.Br[CH2:41][CH:42]([C:44]1[CH:49]=[CH:48][C:47]([C:50]2[N:54]=[C:53]([C:55]3[C:59]([CH2:60][CH2:61][CH3:62])=[C:58]([C:63]4[CH:68]=[CH:67][CH:66]=[CH:65][CH:64]=4)[O:57][N:56]=3)[O:52][N:51]=2)=[CH:46][CH:45]=1)[OH:43], predict the reaction product. The product is: [OH:43][CH:42]([C:44]1[CH:49]=[CH:48][C:47]([C:50]2[N:54]=[C:53]([C:55]3[C:59]([CH2:60][CH2:61][CH3:62])=[C:58]([C:63]4[CH:64]=[CH:65][CH:66]=[CH:67][CH:68]=4)[O:57][N:56]=3)[O:52][N:51]=2)=[CH:46][CH:45]=1)[CH2:41][N:1]1[CH2:6][CH2:5][CH2:4][C@H:3]([CH2:7][C:8]([OH:10])=[O:9])[CH2:2]1.